From a dataset of Full USPTO retrosynthesis dataset with 1.9M reactions from patents (1976-2016). Predict the reactants needed to synthesize the given product. (1) Given the product [CH2:18]([N:8]1[C:9]2[C:5](=[CH:4][CH:3]=[C:2]([Br:1])[CH:10]=2)[C:6]([CH3:17])=[C:7]1[C:11]1[CH:16]=[CH:15][CH:14]=[CH:13][CH:12]=1)[C:19]1[CH:24]=[CH:23][CH:22]=[CH:21][CH:20]=1, predict the reactants needed to synthesize it. The reactants are: [Br:1][C:2]1[CH:10]=[C:9]2[C:5]([C:6]([CH3:17])=[C:7]([C:11]3[CH:16]=[CH:15][CH:14]=[CH:13][CH:12]=3)[NH:8]2)=[CH:4][CH:3]=1.[CH2:18](Br)[C:19]1[CH:24]=[CH:23][CH:22]=[CH:21][CH:20]=1. (2) Given the product [CH3:14][Si:15]([C:18]#[C:19][C:2]1[CH:3]=[N:4][N:5]([C:7]([O:9][C:10]([CH3:13])([CH3:12])[CH3:11])=[O:8])[CH:6]=1)([CH3:17])[CH3:16], predict the reactants needed to synthesize it. The reactants are: I[C:2]1[CH:3]=[N:4][N:5]([C:7]([O:9][C:10]([CH3:13])([CH3:12])[CH3:11])=[O:8])[CH:6]=1.[CH3:14][Si:15]([C:18]#[CH:19])([CH3:17])[CH3:16].C(NC(C)C)(C)C.C1(P(C2C=CC=CC=2)C2C=CC=CC=2)C=CC=CC=1. (3) Given the product [N:4]1[CH:5]=[CH:6][CH:7]=[CH:8][C:3]=1[C:1]1([NH2:2])[CH2:10][CH2:9]1, predict the reactants needed to synthesize it. The reactants are: [C:1]([C:3]1[CH:8]=[CH:7][CH:6]=[CH:5][N:4]=1)#[N:2].[CH2:9]([Mg]Br)[CH3:10]. (4) Given the product [F:1][C:2]1[CH:7]=[CH:6][CH:5]=[C:4]([NH2:8])[C:3]=1[NH:11][CH3:12], predict the reactants needed to synthesize it. The reactants are: [F:1][C:2]1[CH:7]=[CH:6][CH:5]=[C:4]([N+:8]([O-])=O)[C:3]=1[NH:11][CH3:12].Cl. (5) Given the product [O:11]1[CH2:12][CH2:13][N:8]([C:3]2[CH:2]=[N:7][CH:6]=[CH:5][N:4]=2)[CH2:9][CH2:10]1, predict the reactants needed to synthesize it. The reactants are: Cl[C:2]1[C:3]([N:8]2[CH2:13][CH2:12][O:11][CH2:10][CH2:9]2)=[N:4][CH:5]=[CH:6][N:7]=1.[OH-].[Na+].O.